This data is from Blood-brain barrier permeability classification from the B3DB database. The task is: Regression/Classification. Given a drug SMILES string, predict its absorption, distribution, metabolism, or excretion properties. Task type varies by dataset: regression for continuous measurements (e.g., permeability, clearance, half-life) or binary classification for categorical outcomes (e.g., BBB penetration, CYP inhibition). Dataset: b3db_classification. The compound is CN(C(=O)Cc1ccc(Cl)c(Cl)c1)C1CCCCC1N1CCCC1. The result is 1 (penetrates BBB).